Task: Predict the reaction yield, written as a fraction of the theoretical maximum amount of product (1.0 means a 100% yield; for example, 0.34 means a 34% yield).. Dataset: Reaction yield outcomes from USPTO patents with 853,638 reactions (1) The reactants are [CH2:1]1[CH2:6][CH2:5][C:4]([CH2:11][NH2:12])([CH2:7][C:8]([OH:10])=[O:9])[CH2:3][CH2:2]1.[CH2:13](O)[CH:14]=[CH2:15].S(Cl)([Cl:19])=O. The catalyst is C(OCC)C. The product is [ClH:19].[NH2:12][CH2:11][C:4]1([CH2:7][C:8]([O:10][CH2:15][CH:14]=[CH2:13])=[O:9])[CH2:3][CH2:2][CH2:1][CH2:6][CH2:5]1. The yield is 0.880. (2) The reactants are [C:1]([O:5][C@@H:6]([C:11]1[C:40]([CH3:41])=[C:39]([CH3:42])[C:38]2=[N:43][C:35]3=[CH:36][N:37]2[C:12]=1[N:13]1[CH2:49][CH2:48][C:16]([CH3:50])([O:17][CH2:18][CH:19]=[CH:20][CH2:21][C@H:22]([CH3:47])[O:23][C:24]2[CH:25]=[C:26]([F:46])[C:27]([F:45])=[CH:28][C:29]=2[C:30]2[CH:44]=[C:34]3[CH:33]=[CH:32][CH:31]=2)[CH2:15][CH2:14]1)[C:7]([O:9][CH3:10])=[O:8])([CH3:4])([CH3:3])[CH3:2].C(O[C@@H](C1C(C)=CC2=NC3=CN2C=1N1CCC(C)(OCCCC[C@H](C)OC2C=C(F)C=CC=2C2C=C3C=CC=2)CC1)C(OC)=O)(C)(C)C. No catalyst specified. The product is [C:1]([O:5][C@@H:6]([C:11]1[C:40]([CH3:41])=[C:39]([CH3:42])[C:38]2=[N:43][C:35]3=[CH:36][N:37]2[C:12]=1[N:13]1[CH2:14][CH2:15][C:16]([CH3:50])([O:17][CH2:18][CH2:19][CH2:20][CH2:21][C@H:22]([CH3:47])[O:23][C:24]2[CH:25]=[C:26]([F:46])[C:27]([F:45])=[CH:28][C:29]=2[C:30]2[CH:44]=[C:34]3[CH:33]=[CH:32][CH:31]=2)[CH2:48][CH2:49]1)[C:7]([O:9][CH3:10])=[O:8])([CH3:4])([CH3:2])[CH3:3]. The yield is 0.850. (3) The product is [ClH:43].[F:1][C:2]1[C:3]([CH2:27][NH:28][CH3:29])=[CH:4][N:5]([S:14]([C:17]2[CH:22]=[CH:21][CH:20]=[C:19]([S:23]([CH3:26])(=[O:24])=[O:25])[CH:18]=2)(=[O:16])=[O:15])[C:6]=1[C:7]1[C:8]([F:13])=[N:9][CH:10]=[CH:11][CH:12]=1. The catalyst is C(OCC)(=O)C.CC(O)C. The reactants are [F:1][C:2]1[C:3]([CH2:27][N:28](C)[C:29](=O)OC(C)(C)C)=[CH:4][N:5]([S:14]([C:17]2[CH:22]=[CH:21][CH:20]=[C:19]([S:23]([CH3:26])(=[O:25])=[O:24])[CH:18]=2)(=[O:16])=[O:15])[C:6]=1[C:7]1[C:8]([F:13])=[N:9][CH:10]=[CH:11][CH:12]=1.C(OCC)(=O)C.[ClH:43]. The yield is 0.780. (4) The reactants are [Cl:1][C:2]1[CH:3]=[C:4]([CH:7]=[CH:8][C:9]=1[CH3:10])[C:5]#[N:6].C1C(=O)N([Br:18])C(=O)C1. The catalyst is C(Cl)(Cl)(Cl)Cl.CC(N=NC(C#N)(C)C)(C#N)C. The product is [Br:18][CH2:10][C:9]1[CH:8]=[CH:7][C:4]([C:5]#[N:6])=[CH:3][C:2]=1[Cl:1]. The yield is 0.680. (5) The reactants are [Cl:1][C:2]1[C:11](B(O)O)=[CH:10][C:9]2[C:4](=[CH:5][CH:6]=[CH:7][CH:8]=2)[N:3]=1.[NH4+].[Cl-].[OH2:17].OO. The catalyst is CCOCC. The product is [Cl:1][C:2]1[C:11]([OH:17])=[CH:10][C:9]2[C:4](=[CH:5][CH:6]=[CH:7][CH:8]=2)[N:3]=1. The yield is 0.890.